From a dataset of Forward reaction prediction with 1.9M reactions from USPTO patents (1976-2016). Predict the product of the given reaction. (1) Given the reactants Cl.O1CCOCC1.CC([N:12]([CH2:16][CH2:17][NH:18][C:19]1[N:24]=[C:23]([C:25]2[S:29][C:28]([C:30]([CH3:33])([CH3:32])[CH3:31])=[N:27][C:26]=2[C:34]2[CH:39]=[CH:38][CH:37]=[C:36]([NH:40][S:41]([C:44]3[CH:49]=[C:48]([F:50])[CH:47]=[CH:46][C:45]=3[F:51])(=[O:43])=[O:42])[C:35]=2[F:52])[CH:22]=[CH:21][N:20]=1)C(=O)[O-])(C)C.CO, predict the reaction product. The product is: [NH2:12][CH2:16][CH2:17][NH:18][C:19]1[N:24]=[C:23]([C:25]2[S:29][C:28]([C:30]([CH3:33])([CH3:31])[CH3:32])=[N:27][C:26]=2[C:34]2[C:35]([F:52])=[C:36]([NH:40][S:41]([C:44]3[CH:49]=[C:48]([F:50])[CH:47]=[CH:46][C:45]=3[F:51])(=[O:42])=[O:43])[CH:37]=[CH:38][CH:39]=2)[CH:22]=[CH:21][N:20]=1. (2) Given the reactants Cl.[O:2]1[CH2:7][CH2:6][N:5]([CH2:8][C:9]2[S:10][CH:11]=[C:12]([C:14]([OH:16])=O)[N:13]=2)[CH2:4][CH2:3]1.[NH2:17][C@@H:18]([CH3:34])[CH2:19][N:20]1[CH:24]=[CH:23][C:22]([C:25]2[CH:32]=[CH:31][C:28]([C:29]#[N:30])=[C:27]([Cl:33])[CH:26]=2)=[N:21]1, predict the reaction product. The product is: [Cl:33][C:27]1[CH:26]=[C:25]([C:22]2[CH:23]=[CH:24][N:20]([CH2:19][C@@H:18]([NH:17][C:14]([C:12]3[N:13]=[C:9]([CH2:8][N:5]4[CH2:4][CH2:3][O:2][CH2:7][CH2:6]4)[S:10][CH:11]=3)=[O:16])[CH3:34])[N:21]=2)[CH:32]=[CH:31][C:28]=1[C:29]#[N:30]. (3) Given the reactants [C@@H:1]1([N:10]2[C:20]3[N:19]=[C:17]([NH2:18])[NH:16][C:14](=[O:15])[C:13]=3[N:12]=[CH:11]2)[O:9][C@H:6]([CH2:7][OH:8])[C@@H:4]([OH:5])[C@H:2]1[OH:3].[CH3:21][C:22]([CH3:24])=O, predict the reaction product. The product is: [CH3:21][C:22]1([CH3:24])[O:3][C@@H:2]2[C@@H:4]([C@@H:6]([CH2:7][OH:8])[O:9][C@H:1]2[N:10]2[C:20]3[NH:19][C:17]([NH2:18])=[N:16][C:14](=[O:15])[C:13]=3[N:12]=[CH:11]2)[O:5]1. (4) Given the reactants [CH2:1]([N:8](C)[CH2:9][CH:10]1[O:15][C:14]2[CH:16]=[C:17]([S:20]([CH3:23])(=[O:22])=[O:21])[CH:18]=[CH:19][C:13]=2[CH2:12][O:11]1)C1C=CC=CC=1, predict the reaction product. The product is: [CH3:1][NH:8][CH2:9][CH:10]1[O:15][C:14]2[CH:16]=[C:17]([S:20]([CH3:23])(=[O:21])=[O:22])[CH:18]=[CH:19][C:13]=2[CH2:12][O:11]1. (5) Given the reactants [CH:1]([C:3]1[S:7][C:6]([O:8][C:9]2[CH:17]=[CH:16][C:12]([C:13]([NH2:15])=[O:14])=[CH:11][CH:10]=2)=[CH:5][CH:4]=1)=O.[F:18][C:19]1[CH:20]=[C:21]([CH2:25][CH2:26][NH2:27])[CH:22]=[CH:23][CH:24]=1.C([O-])([O-])OC.[BH4-].[Na+], predict the reaction product. The product is: [F:18][C:19]1[CH:20]=[C:21]([CH2:25][CH2:26][NH:27][CH2:1][C:3]2[S:7][C:6]([O:8][C:9]3[CH:17]=[CH:16][C:12]([C:13]([NH2:15])=[O:14])=[CH:11][CH:10]=3)=[CH:5][CH:4]=2)[CH:22]=[CH:23][CH:24]=1. (6) Given the reactants ClC1C(C2CCCC(C3C(Cl)=CC=CN=3)N2)=NC=CC=1.[CH3:21][O:22][C:23](=[O:34])[C:24]1[CH:29]=[C:28](C#N)[CH:27]=[CH:26][C:25]=1CBr.CCN(C(C)C)C(C)C, predict the reaction product. The product is: [CH3:21][O:22][C:23](=[O:34])[C:24]1[CH:29]=[CH:28][CH:27]=[CH:26][CH:25]=1. (7) Given the reactants [CH3:1][C:2]1([CH2:7][CH2:8][CH2:9][CH2:10][N:11]2[CH:15]=[C:14]([NH2:16])[CH:13]=[N:12]2)[O:6]CCO1.[F:17][C:18]([F:31])([F:30])[C:19]1[CH:24]=[CH:23][CH:22]=[CH:21][C:20]=1/[CH:25]=[CH:26]/[C:27](O)=[O:28], predict the reaction product. The product is: [O:6]=[C:2]([CH3:1])[CH2:7][CH2:8][CH2:9][CH2:10][N:11]1[CH:15]=[C:14]([NH:16][C:27](=[O:28])/[CH:26]=[CH:25]/[C:20]2[CH:21]=[CH:22][CH:23]=[CH:24][C:19]=2[C:18]([F:30])([F:31])[F:17])[CH:13]=[N:12]1.